Dataset: Reaction yield outcomes from USPTO patents with 853,638 reactions. Task: Predict the reaction yield, written as a fraction of the theoretical maximum amount of product (1.0 means a 100% yield; for example, 0.34 means a 34% yield). The reactants are [CH3:1][O:2][C:3]([C:5]1[O:9][C:8]([NH2:10])=[CH:7][CH:6]=1)=[O:4].[OH:11][C:12](=[C:17]1C(=O)OC(C)(C)[O:19][C:18]1=O)[CH2:13][C:14](=O)[CH3:15].CS(O)(=O)=O. The catalyst is O1CCOCC1.C1(C)C=CC=CC=1. The product is [OH:11][C:12]1[CH:13]=[C:14]([CH3:15])[N:10]([C:8]2[O:9][C:5]([C:3]([O:2][CH3:1])=[O:4])=[CH:6][CH:7]=2)[C:18](=[O:19])[CH:17]=1. The yield is 0.440.